This data is from NCI-60 drug combinations with 297,098 pairs across 59 cell lines. The task is: Regression. Given two drug SMILES strings and cell line genomic features, predict the synergy score measuring deviation from expected non-interaction effect. (1) Drug 1: CC12CCC3C(C1CCC2=O)CC(=C)C4=CC(=O)C=CC34C. Drug 2: C1=C(C(=O)NC(=O)N1)F. Cell line: UACC62. Synergy scores: CSS=44.7, Synergy_ZIP=-8.39, Synergy_Bliss=-8.51, Synergy_Loewe=-5.22, Synergy_HSA=-3.62. (2) Drug 1: CC1=CC2C(CCC3(C2CCC3(C(=O)C)OC(=O)C)C)C4(C1=CC(=O)CC4)C. Drug 2: CC1=C2C(C(=O)C3(C(CC4C(C3C(C(C2(C)C)(CC1OC(=O)C(C(C5=CC=CC=C5)NC(=O)OC(C)(C)C)O)O)OC(=O)C6=CC=CC=C6)(CO4)OC(=O)C)O)C)O. Cell line: OVCAR-8. Synergy scores: CSS=45.4, Synergy_ZIP=7.64, Synergy_Bliss=7.95, Synergy_Loewe=-16.8, Synergy_HSA=6.78. (3) Drug 1: C1CCC(CC1)NC(=O)N(CCCl)N=O. Drug 2: CCN(CC)CCNC(=O)C1=C(NC(=C1C)C=C2C3=C(C=CC(=C3)F)NC2=O)C. Cell line: HS 578T. Synergy scores: CSS=10.6, Synergy_ZIP=-4.55, Synergy_Bliss=0.0324, Synergy_Loewe=-4.50, Synergy_HSA=-3.41. (4) Synergy scores: CSS=40.9, Synergy_ZIP=-1.36, Synergy_Bliss=-0.427, Synergy_Loewe=-9.10, Synergy_HSA=1.03. Cell line: A549. Drug 1: C1CC(C1)(C(=O)O)C(=O)O.[NH2-].[NH2-].[Pt+2]. Drug 2: C1CN1C2=NC(=NC(=N2)N3CC3)N4CC4. (5) Drug 1: C1=CC(=CC=C1CC(C(=O)O)N)N(CCCl)CCCl.Cl. Drug 2: C1CN(CCN1C(=O)CCBr)C(=O)CCBr. Cell line: T-47D. Synergy scores: CSS=31.5, Synergy_ZIP=0.681, Synergy_Bliss=6.24, Synergy_Loewe=-0.459, Synergy_HSA=2.80. (6) Drug 1: CC1=C(C(=CC=C1)Cl)NC(=O)C2=CN=C(S2)NC3=CC(=NC(=N3)C)N4CCN(CC4)CCO. Drug 2: B(C(CC(C)C)NC(=O)C(CC1=CC=CC=C1)NC(=O)C2=NC=CN=C2)(O)O. Cell line: SF-539. Synergy scores: CSS=31.0, Synergy_ZIP=0.737, Synergy_Bliss=2.99, Synergy_Loewe=-17.7, Synergy_HSA=0.956. (7) Drug 1: C1CC(=O)NC(=O)C1N2C(=O)C3=CC=CC=C3C2=O. Drug 2: C1C(C(OC1N2C=NC3=C2NC=NCC3O)CO)O. Cell line: SR. Synergy scores: CSS=53.8, Synergy_ZIP=15.7, Synergy_Bliss=18.3, Synergy_Loewe=13.8, Synergy_HSA=14.4. (8) Synergy scores: CSS=58.5, Synergy_ZIP=-3.77, Synergy_Bliss=-5.61, Synergy_Loewe=-4.83, Synergy_HSA=-2.59. Drug 1: CC=C1C(=O)NC(C(=O)OC2CC(=O)NC(C(=O)NC(CSSCCC=C2)C(=O)N1)C(C)C)C(C)C. Drug 2: CS(=O)(=O)OCCCCOS(=O)(=O)C. Cell line: SNB-19. (9) Drug 1: C1CC(=O)NC(=O)C1N2CC3=C(C2=O)C=CC=C3N. Drug 2: CCC1(C2=C(COC1=O)C(=O)N3CC4=CC5=C(C=CC(=C5CN(C)C)O)N=C4C3=C2)O.Cl. Cell line: COLO 205. Synergy scores: CSS=5.40, Synergy_ZIP=-1.03, Synergy_Bliss=-3.55, Synergy_Loewe=-33.0, Synergy_HSA=-2.47.